The task is: Predict the product of the given reaction.. This data is from Forward reaction prediction with 1.9M reactions from USPTO patents (1976-2016). (1) Given the reactants [CH3:1][O:2][C:3](=[O:25])[CH2:4][CH2:5][CH2:6][O:7][C:8]1[CH:13]=[C:12]([C:14](=[O:22])[NH:15][CH:16]2[CH2:21][CH2:20][NH:19][CH2:18][CH2:17]2)[CH:11]=[C:10]([O:23][CH3:24])[CH:9]=1.C(OC(N1CCC(NC(=O)C2C=C(OCCCC(OC)=O)C=C(OC)C=2)CC1)=O)(C)(C)C.[CH2:58]([O:60][C:61]1[CH:62]=[C:63]([CH:66]=[C:67]([O:70][CH2:71][CH3:72])[C:68]=1[F:69])[CH:64]=O)[CH3:59].C([BH3-])#N.[Na+].C(N(C(C)C)C(C)C)C, predict the reaction product. The product is: [CH3:1][O:2][C:3](=[O:25])[CH2:4][CH2:5][CH2:6][O:7][C:8]1[CH:9]=[C:10]([O:23][CH3:24])[CH:11]=[C:12]([C:14](=[O:22])[NH:15][CH:16]2[CH2:17][CH2:18][N:19]([CH2:64][C:63]3[CH:66]=[C:67]([O:70][CH2:71][CH3:72])[C:68]([F:69])=[C:61]([O:60][CH2:58][CH3:59])[CH:62]=3)[CH2:20][CH2:21]2)[CH:13]=1. (2) Given the reactants [I:1][C:2]1[CH:7]=[CH:6][C:5]([N:8]2[CH2:13][CH2:12][NH:11][CH2:10][CH2:9]2)=[CH:4][CH:3]=1.[C:14]1(=O)[CH2:18][CH2:17][CH2:16][CH2:15]1.[BH-](OC(C)=O)(OC(C)=O)OC(C)=O.[Na+].CC(O)=O, predict the reaction product. The product is: [CH:14]1([N:11]2[CH2:12][CH2:13][N:8]([C:5]3[CH:4]=[CH:3][C:2]([I:1])=[CH:7][CH:6]=3)[CH2:9][CH2:10]2)[CH2:18][CH2:17][CH2:16][CH2:15]1. (3) The product is: [Cl:32][C:33]1[CH:38]=[CH:37][CH:36]=[CH:35][C:34]=1[C:22]1[C:5]2[O:6][C@@H:7]([CH2:10][O:11][S:12]([C:15]3[CH:20]=[CH:19][C:18]([CH3:21])=[CH:17][CH:16]=3)(=[O:13])=[O:14])[CH2:8][O:9][C:4]=2[CH:3]=[C:2]([Cl:1])[CH:23]=1. Given the reactants [Cl:1][C:2]1[CH:23]=[C:22](OS(C(F)(F)F)(=O)=O)[C:5]2[O:6][C@@H:7]([CH2:10][O:11][S:12]([C:15]3[CH:20]=[CH:19][C:18]([CH3:21])=[CH:17][CH:16]=3)(=[O:14])=[O:13])[CH2:8][O:9][C:4]=2[CH:3]=1.[Cl:32][C:33]1[CH:38]=[CH:37][CH:36]=[CH:35][C:34]=1B(O)O, predict the reaction product. (4) Given the reactants [C:1]([O:5][C:6](=[O:19])[NH:7][C:8]1[C:9]([O:17][CH3:18])=[N:10][N:11]2[C:15](Br)=[CH:14][S:13][C:12]=12)([CH3:4])([CH3:3])[CH3:2].[Si]([O:27][C:28]1[CH:33]=[C:32]([O:34][CH3:35])[C:31](B(O)O)=[C:30]([O:39][CH3:40])[CH:29]=1)(C(C)(C)C)(C)C.C(=O)([O-])[O-].[K+].[K+], predict the reaction product. The product is: [C:1]([O:5][C:6](=[O:19])[NH:7][C:8]1[C:9]([O:17][CH3:18])=[N:10][N:11]2[C:15]([C:31]3[C:30]([O:39][CH3:40])=[CH:29][C:28]([OH:27])=[CH:33][C:32]=3[O:34][CH3:35])=[CH:14][S:13][C:12]=12)([CH3:4])([CH3:3])[CH3:2].